From a dataset of Full USPTO retrosynthesis dataset with 1.9M reactions from patents (1976-2016). Predict the reactants needed to synthesize the given product. (1) The reactants are: FC(F)(F)C(O)=O.[CH3:8][C:9]1[CH:18]=[C:17]2[C:12]([N:13]=[CH:14][C:15]([NH2:19])=[N:16]2)=[CH:11][CH:10]=1.C(N(CC)CC)C.[C:27](N1C=CC=CC1=O)(N1C=CC=CC1=O)=[S:28]. Given the product [N:19]([C:15]1[CH:14]=[N:13][C:12]2[C:17](=[CH:18][C:9]([CH3:8])=[CH:10][CH:11]=2)[N:16]=1)=[C:27]=[S:28], predict the reactants needed to synthesize it. (2) Given the product [Cl:8][C:9]1[CH:14]=[C:13]([C:15]([N:17]2[C:30]3[C:25](=[CH:26][CH:27]=[CH:28][CH:29]=3)[C:19]3([CH2:20][CH2:21][N:22]([CH2:31]/[CH:32]=[CH:33]/[C:34]4[CH:39]=[CH:38][CH:37]=[CH:36][CH:35]=4)[CH2:23][CH2:24]3)[CH2:18]2)=[O:16])[CH:12]=[CH:11][N:10]=1, predict the reactants needed to synthesize it. The reactants are: FC(F)(F)C(O)=O.[Cl:8][C:9]1[CH:14]=[C:13]([C:15]([N:17]2[C:30]3[C:25](=[CH:26][CH:27]=[CH:28][CH:29]=3)[C:19]3([CH2:24][CH2:23][NH:22][CH2:21][CH2:20]3)[CH2:18]2)=[O:16])[CH:12]=[CH:11][N:10]=1.[CH:31](=O)/[CH:32]=[CH:33]/[C:34]1[CH:39]=[CH:38][CH:37]=[CH:36][CH:35]=1. (3) Given the product [CH:1]1([N:4]([CH2:10][C:11]2[CH:12]=[CH:13][C:14]([F:17])=[CH:15][CH:16]=2)[CH2:5][CH2:6][CH2:7][CH2:8][NH:9][C:25]([NH:26][C:27]2[CH:32]=[CH:31][CH:30]=[C:29]([C:33]3[N:37]([CH3:38])[N:36]=[N:35][N:34]=3)[CH:28]=2)=[O:24])[CH2:3][CH2:2]1, predict the reactants needed to synthesize it. The reactants are: [CH:1]1([N:4]([CH2:10][C:11]2[CH:16]=[CH:15][C:14]([F:17])=[CH:13][CH:12]=2)[CH2:5][CH2:6][CH2:7][CH2:8][NH2:9])[CH2:3][CH2:2]1.C1([O:24][C:25](=O)[NH:26][C:27]2[CH:32]=[CH:31][CH:30]=[C:29]([C:33]3[N:37]([CH3:38])[N:36]=[N:35][N:34]=3)[CH:28]=2)C=CC=CC=1. (4) Given the product [Cu:27]([I:29])[I:28].[F:30][C:31]([F:41])([F:42])[C:32]([NH:34][CH2:35][CH2:36][O:37][CH2:38][C:39]#[CH:40])=[O:33].[CH2:12]1[CH2:13][CH2:14][N:16]2[C:17](=[N:19][CH2:20][CH2:22][CH2:23]2)[CH2:10][CH2:11]1, predict the reactants needed to synthesize it. The reactants are: [Si](OO[CH2:10][C@H:11]1O[C@@H:14]([N:16]2[CH:23]=[C:22](CBr)[C:20](=O)[NH:19][C:17]2=O)[CH2:13][CH2:12]1)(C(C)(C)C)(C)C.[Cu].[Cu:27]([I:29])[I:28].[F:30][C:31]([F:42])([F:41])[C:32]([NH:34][CH2:35][CH2:36][O:37][CH2:38][C:39]#[CH:40])=[O:33].CCCCCCC=CCCC.[Si](OOC[C@H]1O[C@@H](N2C=C(CC#CCOCCNC(=O)C(F)(F)F)C(=O)NC2=O)CC1)(C(C)(C)C)(C)C.[C-]#[C-]. (5) Given the product [CH2:3]([N:10]1[CH2:11][CH2:12][CH2:13][O:26][C@H:16]([CH2:17][O:18][CH2:19][C:20]2[CH:21]=[CH:22][CH:23]=[CH:24][CH:25]=2)[CH2:15]1)[C:4]1[CH:5]=[CH:6][CH:7]=[CH:8][CH:9]=1, predict the reactants needed to synthesize it. The reactants are: [H-].[Na+].[CH2:3]([N:10]([CH2:15][C@H:16]([OH:26])[CH2:17][O:18][CH2:19][C:20]1[CH:25]=[CH:24][CH:23]=[CH:22][CH:21]=1)[CH2:11][CH2:12][CH2:13]O)[C:4]1[CH:9]=[CH:8][CH:7]=[CH:6][CH:5]=1.C1(C)C=CC(S(C2NC=CN=2)(=O)=O)=CC=1.